Dataset: B-cell epitopes from IEDB database with 3,159 antigens for binding position prediction. Task: Token-level Classification. Given an antigen amino acid sequence, predict which amino acid positions are active epitope sites capable of antibody binding. Output is a list of indices for active positions. (1) Given the antigen sequence: PPVSQFHIQGQVYCDTCRAGFITELSEFIPGASLRLQCKDKENGDVTFTEVGYTRAEGLYSMLVERDHKNEFCEITLISSGRKDCNEIPTEGWVKPSLKFILNTVNGTTRTVNPLGFFKKEALPKCAQVYNKLGMYPPNM, which amino acid positions are active epitope sites? The epitope positions are: [91, 92, 93, 94, 95, 96, 97, 98, 99, 100, 101, 102]. The amino acids at these positions are: GWVKPSLKFILN. (2) Given the antigen sequence: MSLLTEVETPTRNEWECRCNDSSDPLVIAASIIGILHLILWILDRLFFKCIYRRLKYGLKRGPSTEGVPESMREGYRQEQQSAVDVDDGHFVNIELE, which amino acid positions are active epitope sites? The epitope positions are: [1, 2, 3, 4, 5, 6, 7, 8, 9, 10, 11, 12, 13, 14, 15, 16, 17, 18, 19, 20... (23 total positions)]. The amino acids at these positions are: SLLTEVETPTRNEWECRCNDSSD. (3) Given the antigen sequence: MADPAAATKYPLLKLLGSTWPTTPPRPIPKPSPWAPKKHRRLSSDQDQSQTPETPATPLSCCTETQWTVLQSSLHLTAHTKDGLTVIVTLHP, which amino acid positions are active epitope sites? The epitope positions are: [29, 30, 31, 32, 33, 34, 35, 36, 37, 38, 39, 40, 41, 42]. The amino acids at these positions are: KPSPWAPKKHRRLS.